From a dataset of Full USPTO retrosynthesis dataset with 1.9M reactions from patents (1976-2016). Predict the reactants needed to synthesize the given product. (1) Given the product [Cl:9][CH2:10][C:11]1[O:12][C:3]2[CH:4]=[CH:5][CH:6]=[CH:7][C:2]=2[N:1]=1.[Cl:9][CH2:10][C:11]1[S:8][C:3]2[CH:4]=[CH:5][CH:6]=[CH:7][C:2]=2[N:1]=1, predict the reactants needed to synthesize it. The reactants are: [NH2:1][C:2]1[CH:7]=[CH:6][CH:5]=[CH:4][C:3]=1[SH:8].[Cl:9][CH2:10][C:11](O)=[O:12].C(=O)([O-])[O-].[K+].[K+]. (2) The reactants are: [C:1]([C:4]1[CH:17]=[C:16]([C:18]([CH2:21][CH3:22])=[CH:19][CH3:20])[CH:15]=[CH:14][C:5]=1[O:6][CH2:7][C:8](=[O:13])C(C)(C)C)(=O)[CH3:2].[CH2:23]1[CH2:33]CN2C(=NCCC2)CC1.[OH2:34]. Given the product [CH2:33]([O:34][C:8]([C:7]1[O:6][C:5]2[CH:14]=[CH:15][C:16]([C:18]([CH2:21][CH3:22])=[CH:19][CH3:20])=[CH:17][C:4]=2[C:1]=1[CH3:2])=[O:13])[CH3:23], predict the reactants needed to synthesize it. (3) Given the product [CH3:12][O:13][C:14]1[CH:15]=[C:16]([NH:22][C:23]2[S:24][CH:3]=[C:4]([C:6]3[CH:11]=[CH:10][N:9]=[CH:8][CH:7]=3)[N:25]=2)[CH:17]=[C:18]([O:20][CH3:21])[CH:19]=1, predict the reactants needed to synthesize it. The reactants are: Br.Br[CH2:3][C:4]([C:6]1[CH:11]=[CH:10][N:9]=[CH:8][CH:7]=1)=O.[CH3:12][O:13][C:14]1[CH:15]=[C:16]([NH:22][C:23]([NH2:25])=[S:24])[CH:17]=[C:18]([O:20][CH3:21])[CH:19]=1.N. (4) Given the product [C:1]([C:3]1[CH:4]=[CH:5][C:6]([CH2:7][C@@:8]23[CH2:15][C@H:14]([NH:16][C:29](=[O:31])[CH3:30])[CH2:13][N:12]2[C:11](=[O:17])[N:10]([C:18]2[CH:23]=[C:22]([Cl:24])[CH:21]=[C:20]([Cl:25])[CH:19]=2)[C:9]3=[O:26])=[CH:27][CH:28]=1)#[N:2], predict the reactants needed to synthesize it. The reactants are: [C:1]([C:3]1[CH:28]=[CH:27][C:6]([CH2:7][C@@:8]23[CH2:15][C@H:14]([NH2:16])[CH2:13][N:12]2[C:11](=[O:17])[N:10]([C:18]2[CH:23]=[C:22]([Cl:24])[CH:21]=[C:20]([Cl:25])[CH:19]=2)[C:9]3=[O:26])=[CH:5][CH:4]=1)#[N:2].[C:29](OC(=O)C)(=[O:31])[CH3:30]. (5) Given the product [Cl:1][C:2]1[CH:7]=[CH:6][C:5]([C:8]2[CH:9]=[C:10]3[C:16]([C:17]([C:19]4[C:20]([F:33])=[C:21]([N:26]([CH3:44])[S:27]([CH2:30][CH2:31][CH3:32])(=[O:29])=[O:28])[CH:22]=[CH:23][C:24]=4[F:25])=[O:18])=[CH:15][N:14]([C:34](=[O:43])[C:35]4[C:40]([Cl:41])=[CH:39][CH:38]=[CH:37][C:36]=4[Cl:42])[C:11]3=[N:12][CH:13]=2)=[CH:4][CH:3]=1, predict the reactants needed to synthesize it. The reactants are: [Cl:1][C:2]1[CH:7]=[CH:6][C:5]([C:8]2[CH:9]=[C:10]3[C:16]([C:17]([C:19]4[C:20]([F:33])=[C:21]([NH:26][S:27]([CH2:30][CH2:31][CH3:32])(=[O:29])=[O:28])[CH:22]=[CH:23][C:24]=4[F:25])=[O:18])=[CH:15][N:14]([C:34](=[O:43])[C:35]4[C:40]([Cl:41])=[CH:39][CH:38]=[CH:37][C:36]=4[Cl:42])[C:11]3=[N:12][CH:13]=2)=[CH:4][CH:3]=1.[CH3:44]I.O. (6) Given the product [Cl:8][C:4]1[CH:5]=[CH:6][CH:7]=[C:2]([Cl:1])[C:3]=1[CH2:9][S:10]([C:13]1[CH:14]=[C:15]2[C:19](=[CH:20][CH:21]=1)[NH:18][C:17](=[O:22])/[C:16]/2=[CH:37]\[C:33]1[NH:34][C:35]([CH3:36])=[C:31]([CH2:30][N:27]2[CH2:26][CH2:25][CH:24]([F:23])[CH2:29][CH2:28]2)[C:32]=1[CH3:39])(=[O:12])=[O:11], predict the reactants needed to synthesize it. The reactants are: [Cl:1][C:2]1[CH:7]=[CH:6][CH:5]=[C:4]([Cl:8])[C:3]=1[CH2:9][S:10]([C:13]1[CH:14]=[C:15]2[C:19](=[CH:20][CH:21]=1)[NH:18][C:17](=[O:22])[CH2:16]2)(=[O:12])=[O:11].[F:23][CH:24]1[CH2:29][CH2:28][N:27]([CH2:30][C:31]2[C:32]([CH3:39])=[C:33]([CH:37]=O)[NH:34][C:35]=2[CH3:36])[CH2:26][CH2:25]1.